From a dataset of Full USPTO retrosynthesis dataset with 1.9M reactions from patents (1976-2016). Predict the reactants needed to synthesize the given product. (1) The reactants are: [NH2:1][C:2]1[C:7]([NH2:8])=[CH:6][C:5](Br)=[CH:4][N:3]=1.[O:10]1[C:15]2[CH:16]=[CH:17][CH:18]=[CH:19][C:14]=2[O:13][CH2:12][CH:11]1[C:20](O)=O.CN(C(ON1[N:39]=[N:38][C:33]2[CH:34]=[CH:35]C=NC1=2)=[N+](C)C)C.F[P-](F)(F)(F)(F)F.CCN(C(C)C)C(C)C.C(N1C=C(B2OC(C)(C)C(C)(C)O2)C=N1)(OC(C)(C)C)=O.C([O-])([O-])=O.[Na+].[Na+]. Given the product [O:10]1[CH:11]([C:20]2[NH:1][C:2]3=[N:3][CH:4]=[C:5]([C:34]4[CH:33]=[N:38][NH:39][CH:35]=4)[CH:6]=[C:7]3[N:8]=2)[CH2:12][O:13][C:14]2[CH:19]=[CH:18][CH:17]=[CH:16][C:15]1=2, predict the reactants needed to synthesize it. (2) The reactants are: Cl[C:2]1[C:3]2[C:7]([CH:8]=[CH:9][CH:10]=1)=[N:6][N:5]([CH:11]1[CH2:16][CH2:15][CH2:14][CH2:13][O:12]1)[CH:4]=2.CS(C)=O.[B:21]1([B:21]2[O:25][C:24]([CH3:27])([CH3:26])[C:23]([CH3:29])([CH3:28])[O:22]2)[O:25][C:24]([CH3:27])([CH3:26])[C:23]([CH3:29])([CH3:28])[O:22]1.C([O-])(=O)C.[K+]. Given the product [O:12]1[CH2:13][CH2:14][CH2:15][CH2:16][CH:11]1[N:5]1[CH:4]=[C:3]2[C:7]([CH:8]=[CH:9][CH:10]=[C:2]2[B:21]2[O:25][C:24]([CH3:27])([CH3:26])[C:23]([CH3:29])([CH3:28])[O:22]2)=[N:6]1, predict the reactants needed to synthesize it. (3) The reactants are: C([O:8][C:9]1[C:18]2[C:13](=[CH:14][CH:15]=[CH:16][CH:17]=2)[N:12]=[C:11]([CH2:19][O:20][C:21]2[CH:26]=[CH:25][CH:24]=[C:23]([O:27][CH2:28][CH:29]3[CH2:34][CH2:33][O:32][CH2:31][CH2:30]3)[CH:22]=2)[C:10]=1[CH3:35])C1C=CC=CC=1. Given the product [CH3:35][C:10]1[C:9](=[O:8])[C:18]2[C:13](=[CH:14][CH:15]=[CH:16][CH:17]=2)[NH:12][C:11]=1[CH2:19][O:20][C:21]1[CH:26]=[CH:25][CH:24]=[C:23]([O:27][CH2:28][CH:29]2[CH2:34][CH2:33][O:32][CH2:31][CH2:30]2)[CH:22]=1, predict the reactants needed to synthesize it. (4) The reactants are: Cl[CH2:2][CH2:3][O:4][CH2:5][C:6]([O:8][CH2:9][CH3:10])=[O:7].[P:11]([O:18]CC)([O:15][CH2:16][CH3:17])[O:12][CH2:13][CH3:14]. Given the product [CH2:13]([O:12][P:11]([CH2:2][CH2:3][O:4][CH2:5][C:6]([O:8][CH2:9][CH3:10])=[O:7])([O:15][CH2:16][CH3:17])=[O:18])[CH3:14], predict the reactants needed to synthesize it. (5) Given the product [CH3:16][O:7][C:6](=[O:8])[C:5]1[CH:9]=[CH:10][C:2]([CH3:1])=[CH:3][C:4]=1[OH:11], predict the reactants needed to synthesize it. The reactants are: [CH3:1][C:2]1[CH:3]=[C:4]([OH:11])[C:5](=[CH:9][CH:10]=1)[C:6]([OH:8])=[O:7].O=S(Cl)Cl.[CH3:16]O. (6) Given the product [CH2:23]([O:25][C:26]([C:28]1[C:29]2[S:37][CH:36]=[C:35]([CH2:38][O:21][C:19]3[CH:20]=[C:15]([O:14][CH2:7][C:8]4[CH:9]=[CH:10][CH:11]=[CH:12][CH:13]=4)[CH:16]=[CH:17][C:18]=3[CH3:22])[C:30]=2[C:31]([Cl:34])=[N:32][CH:33]=1)=[O:27])[CH3:24], predict the reactants needed to synthesize it. The reactants are: C(=O)([O-])[O-].[K+].[K+].[CH2:7]([O:14][C:15]1[CH:16]=[CH:17][C:18]([CH3:22])=[C:19]([OH:21])[CH:20]=1)[C:8]1[CH:13]=[CH:12][CH:11]=[CH:10][CH:9]=1.[CH2:23]([O:25][C:26]([C:28]1[C:29]2[S:37][CH:36]=[C:35]([CH2:38]Br)[C:30]=2[C:31]([Cl:34])=[N:32][CH:33]=1)=[O:27])[CH3:24].